Dataset: Forward reaction prediction with 1.9M reactions from USPTO patents (1976-2016). Task: Predict the product of the given reaction. (1) Given the reactants [S:1]1[C:5]([C:6]2[CH:7]=[C:8]3[C:13](=[CH:14][CH:15]=2)[C:12]([Br:16])=[C:11]([O:17][CH2:18][C:19]#[N:20])[CH:10]=[CH:9]3)=[CH:4][C:3]2[CH:21]=[CH:22][CH:23]=[CH:24][C:2]1=2.[C:25](Cl)(=[O:30])[CH2:26][CH:27]([CH3:29])[CH3:28].[Sn](Cl)(Cl)(Cl)Cl, predict the reaction product. The product is: [Br:16][C:12]1[C:13]2[C:8](=[CH:7][C:6]([C:5]3[S:1][C:2]4[CH:24]=[CH:23][CH:22]=[CH:21][C:3]=4[C:4]=3[C:25](=[O:30])[CH2:26][CH:27]([CH3:29])[CH3:28])=[CH:15][CH:14]=2)[CH:9]=[CH:10][C:11]=1[O:17][CH2:18][C:19]#[N:20]. (2) Given the reactants [CH3:1][O:2][C:3]1[C:4]([CH3:31])=[C:5]([C:22]([O:29][CH3:30])=[C:23]([O:27][CH3:28])[C:24]=1[O:25][CH3:26])[CH2:6][C:7]1[CH:8]=[CH:9][C:10]([OH:21])=[C:11]([CH:20]=1)[C:12]([N:14]1[CH2:19][CH2:18][CH2:17][CH2:16][CH2:15]1)=[O:13].C(=O)([O-])[O-].[Na+].[Na+].Br[CH2:39][C:40]([O:42][CH3:43])=[O:41], predict the reaction product. The product is: [CH3:1][O:2][C:3]1[C:4]([CH3:31])=[C:5]([C:22]([O:29][CH3:30])=[C:23]([O:27][CH3:28])[C:24]=1[O:25][CH3:26])[CH2:6][C:7]1[CH:8]=[CH:9][C:10]([O:21][CH2:39][C:40]([O:42][CH3:43])=[O:41])=[C:11]([CH:20]=1)[C:12]([N:14]1[CH2:15][CH2:16][CH2:17][CH2:18][CH2:19]1)=[O:13]. (3) Given the reactants [C:1]1([C:7]2([C:14]3[CH:19]=[CH:18][CH:17]=[CH:16][CH:15]=3)[CH2:12][CH2:11][C:10](=[O:13])[CH:9]=[CH:8]2)[CH:6]=[CH:5][CH:4]=[CH:3][CH:2]=1.CC(C)([O-])C.[K+].[N:26](OC(C)(C)C)=[O:27].Cl, predict the reaction product. The product is: [C:1]1([C:7]2([C:14]3[CH:19]=[CH:18][CH:17]=[CH:16][CH:15]=3)[CH2:12][C:11](=[N:26][OH:27])[C:10](=[O:13])[CH:9]=[CH:8]2)[CH:2]=[CH:3][CH:4]=[CH:5][CH:6]=1. (4) Given the reactants [CH3:1][O:2][C:3]1[CH:4]=[C:5]([NH:11][C:12]2[C:13]3[N:29]=[CH:28][S:27][C:14]=3[N:15]=[C:16]([C:18]3[CH:19]=[C:20]([CH:24]=[CH:25][CH:26]=3)[C:21](O)=[O:22])[N:17]=2)[CH:6]=[CH:7][C:8]=1[O:9][CH3:10].CC[N:32]=C=NCCCN(C)C.C1C=CC2N(O)N=NC=2C=1.CCN(CC)CC, predict the reaction product. The product is: [CH3:1][O:2][C:3]1[CH:4]=[C:5]([NH:11][C:12]2[C:13]3[N:29]=[CH:28][S:27][C:14]=3[N:15]=[C:16]([C:18]3[CH:19]=[C:20]([CH:24]=[CH:25][CH:26]=3)[C:21]([NH2:32])=[O:22])[N:17]=2)[CH:6]=[CH:7][C:8]=1[O:9][CH3:10]. (5) Given the reactants [F:1][C:2]1[CH:7]=[CH:6][C:5]([N:8]2[C:12]([C:13]3[CH:18]=[CH:17][C:16]([N+:19]([O-:21])=O)=[CH:15][CH:14]=3)=[CH:11][CH:10]=[N:9]2)=[CH:4][CH:3]=1.[CH3:22][O:23][C:24]1[CH:29]=[CH:28][C:27]([CH2:30]C#N)=[CH:26][CH:25]=1, predict the reaction product. The product is: [F:1][C:2]1[CH:3]=[CH:4][C:5]([N:8]2[C:12]([C:13]3[CH:18]=[CH:17][C:16]4=[N:19][O:21][C:30]([C:27]5[CH:28]=[CH:29][C:24]([O:23][CH3:22])=[CH:25][CH:26]=5)=[C:15]4[CH:14]=3)=[CH:11][CH:10]=[N:9]2)=[CH:6][CH:7]=1. (6) Given the reactants [CH3:1][C:2]([C:4]1[C:12]2[C:7](=[CH:8][CH:9]=[CH:10][CH:11]=2)[S:6][CH:5]=1)=[O:3].[BH4-].[Na+], predict the reaction product. The product is: [OH:3][CH:2]([C:4]1[C:12]2[CH:11]=[CH:10][CH:9]=[CH:8][C:7]=2[S:6][CH:5]=1)[CH3:1]. (7) Given the reactants [C:1]([N:4]1[C:12]2[C:7](=[CH:8][C:9]([F:14])=[C:10]([Br:13])[CH:11]=2)[C:6](=[O:15])[CH:5]1[CH3:16])(=[O:3])[CH3:2].[H-].[Na+].I[CH3:20], predict the reaction product. The product is: [C:1]([N:4]1[C:12]2[C:7](=[CH:8][C:9]([F:14])=[C:10]([Br:13])[CH:11]=2)[C:6](=[O:15])[C:5]1([CH3:20])[CH3:16])(=[O:3])[CH3:2].